Binary Classification. Given a miRNA mature sequence and a target amino acid sequence, predict their likelihood of interaction. From a dataset of Experimentally validated miRNA-target interactions with 360,000+ pairs, plus equal number of negative samples. The miRNA is hsa-miR-4307 with sequence AAUGUUUUUUCCUGUUUCC. The protein sequence of the target gene is MVHSSMGAPEIRMSKPLEAEKQGLDSPSEHTDTERNGPDTNHQNPQNKTSPFSVSPTGPSTKIKAEDPSGDSAPAAPLPPQPAQPHLPQAQLMLTGSQLAGDIQQLLQLQQLVLVPGHHLQPPAQFLLPQAQQSQPGLLPTPNLFQLPQQTQGALLTSQPRAGLPTQAVTRPTLPDPHLSHPQPPKCLEPPSHPEEPSDLEELEQFARTFKQRRIKLGFTQGDVGLAMGKLYGNDFSQTTISRFEALNLSFKNMCKLKPLLEKWLNDAETMSVDSSLPSPNQLSSPSLGFDGLPGRRRKK.... Result: 1 (interaction).